Dataset: Full USPTO retrosynthesis dataset with 1.9M reactions from patents (1976-2016). Task: Predict the reactants needed to synthesize the given product. (1) Given the product [CH3:48][O:47][C:45]([C:26]1[S:27][C:28]([N:30]2[C:34]3[CH:35]=[CH:36][C:37]([C:39]4[CH:40]=[N:41][N:42]([CH3:44])[CH:43]=4)=[CH:38][C:33]=3[N:32]=[CH:31]2)=[CH:29][C:25]=1[O:1][CH:2]([C:4]1[CH:9]=[CH:8][N:7]=[C:6]([O:10][CH:11]2[CH2:16][CH2:15][N:14]([C:17]([O:19][C:20]([CH3:22])([CH3:21])[CH3:23])=[O:18])[CH2:13][CH2:12]2)[CH:5]=1)[CH3:3])=[O:46], predict the reactants needed to synthesize it. The reactants are: [OH:1][CH:2]([C:4]1[CH:9]=[CH:8][N:7]=[C:6]([O:10][CH:11]2[CH2:16][CH2:15][N:14]([C:17]([O:19][C:20]([CH3:23])([CH3:22])[CH3:21])=[O:18])[CH2:13][CH2:12]2)[CH:5]=1)[CH3:3].O[C:25]1[CH:29]=[C:28]([N:30]2[C:34]3[CH:35]=[CH:36][C:37]([C:39]4[CH:40]=[N:41][N:42]([CH3:44])[CH:43]=4)=[CH:38][C:33]=3[N:32]=[CH:31]2)[S:27][C:26]=1[C:45]([O:47][CH3:48])=[O:46]. (2) Given the product [Cl:18][C:17]1[C:12]2[C:11]([I:19])=[CH:10][N:9]([C@@H:7]3[CH2:6][C@H:5]([CH2:3][OH:2])[CH2:8]3)[C:13]=2[N:14]=[CH:15][N:16]=1, predict the reactants needed to synthesize it. The reactants are: C[O:2][C:3]([C@H:5]1[CH2:8][C@@H:7]([N:9]2[C:13]3[N:14]=[CH:15][N:16]=[C:17]([Cl:18])[C:12]=3[C:11]([I:19])=[CH:10]2)[CH2:6]1)=O.C(=O)=O.CC(C)=O.CC(C[AlH]CC(C)C)C.